Dataset: Forward reaction prediction with 1.9M reactions from USPTO patents (1976-2016). Task: Predict the product of the given reaction. Given the reactants [NH2:1][C:2]1[N:7]=[CH:6][N:5]=[C:4]2[N:8]([CH:12]([C:14]3[CH:15]=[C:16]4[N:21]([C:22]=3[CH2:23][N:24]3[CH2:27][C:26]5([CH2:32][CH2:31][N:30]([C:33]([O:35][C:36]([CH3:39])([CH3:38])[CH3:37])=[O:34])[CH2:29][CH2:28]5)[CH2:25]3)[CH:20]=[CH:19][CH:18]=[CH:17]4)[CH3:13])[N:9]=[C:10](I)[C:3]=12.[F:40][C:41]1[CH:42]=[C:43](B(O)O)[CH:44]=[C:45]([OH:47])[CH:46]=1.CCO.C([O-])([O-])=O.[Na+].[Na+], predict the reaction product. The product is: [NH2:1][C:2]1[N:7]=[CH:6][N:5]=[C:4]2[N:8]([CH:12]([C:14]3[CH:15]=[C:16]4[N:21]([C:22]=3[CH2:23][N:24]3[CH2:27][C:26]5([CH2:32][CH2:31][N:30]([C:33]([O:35][C:36]([CH3:39])([CH3:38])[CH3:37])=[O:34])[CH2:29][CH2:28]5)[CH2:25]3)[CH:20]=[CH:19][CH:18]=[CH:17]4)[CH3:13])[N:9]=[C:10]([C:43]3[CH:44]=[C:45]([OH:47])[CH:46]=[C:41]([F:40])[CH:42]=3)[C:3]=12.